Dataset: Reaction yield outcomes from USPTO patents with 853,638 reactions. Task: Predict the reaction yield, written as a fraction of the theoretical maximum amount of product (1.0 means a 100% yield; for example, 0.34 means a 34% yield). (1) The reactants are C([N:8]1[CH2:12][CH:11]([C:13]2[CH:18]=[CH:17][CH:16]=[C:15]([Cl:19])[CH:14]=2)[CH:10]([N:20]([CH2:22][C:23]2[CH:28]=[CH:27][C:26]([C:29]([F:32])([F:31])[F:30])=[C:25]([F:33])[CH:24]=2)[CH3:21])[CH2:9]1)C1C=CC=CC=1.ClC(OCC(Cl)(Cl)Cl)=O. The catalyst is CC#N. The product is [Cl:19][C:15]1[CH:14]=[C:13]([CH:11]2[CH2:12][NH:8][CH2:9][CH:10]2[N:20]([CH2:22][C:23]2[CH:28]=[CH:27][C:26]([C:29]([F:32])([F:30])[F:31])=[C:25]([F:33])[CH:24]=2)[CH3:21])[CH:18]=[CH:17][CH:16]=1. The yield is 0.440. (2) The reactants are Cl[CH2:2][CH2:3][CH2:4][O:5][C:6]1[CH:23]=[CH:22][C:9]2[N:10]([CH2:20][CH3:21])[C:11](=[O:19])[C:12]([CH3:18])([CH3:17])[C:13](=[O:16])[N:14]([CH3:15])[C:8]=2[CH:7]=1.[I-:24].[Na+].CC(C)=O. The catalyst is O. The product is [CH2:20]([N:10]1[C:11](=[O:19])[C:12]([CH3:18])([CH3:17])[C:13](=[O:16])[N:14]([CH3:15])[C:8]2[CH:7]=[C:6]([O:5][CH2:4][CH2:3][CH2:2][I:24])[CH:23]=[CH:22][C:9]1=2)[CH3:21]. The yield is 1.00. (3) The reactants are [CH3:1][C:2]1[CH:7]=[CH:6][C:5]([OH:8])=[C:4]([N+:9]([O-:11])=[O:10])[CH:3]=1.C([O-])([O-])=O.[K+].[K+].[CH2:18](Br)[CH:19]=[CH2:20]. The catalyst is CC(C)=O. The product is [CH2:20]([O:8][C:5]1[CH:6]=[CH:7][C:2]([CH3:1])=[CH:3][C:4]=1[N+:9]([O-:11])=[O:10])[CH:19]=[CH2:18]. The yield is 0.880. (4) The reactants are [CH2:1]([O:8][C@H:9]1[C@H:15]([O:16][CH2:17][C:18]2[CH:23]=[CH:22][CH:21]=[CH:20][CH:19]=2)[C@@H:14]([O:24][CH2:25][C:26]2[CH:31]=[CH:30][CH:29]=[CH:28][CH:27]=2)[C@:13]2([C:33]3[CH:38]=[CH:37][C:36]([Cl:39])=[C:35]([CH2:40][C:41]4[CH:46]=[CH:45][C:44]([O:47][CH2:48][CH3:49])=[CH:43][CH:42]=4)[CH:34]=3)[O:32][C@:10]1([CH:50]1[CH2:52][O:51]1)[CH2:11][O:12]2)[C:2]1[CH:7]=[CH:6][CH:5]=[CH:4][CH:3]=1.[CH3:53][NH2:54]. The catalyst is CO.O1CCCC1. The product is [CH3:53][NH:54][CH2:52][CH:50]([C@:10]12[O:32][C@:13]([C:33]3[CH:38]=[CH:37][C:36]([Cl:39])=[C:35]([CH2:40][C:41]4[CH:42]=[CH:43][C:44]([O:47][CH2:48][CH3:49])=[CH:45][CH:46]=4)[CH:34]=3)([O:12][CH2:11]1)[C@H:14]([O:24][CH2:25][C:26]1[CH:31]=[CH:30][CH:29]=[CH:28][CH:27]=1)[C@@H:15]([O:16][CH2:17][C:18]1[CH:19]=[CH:20][CH:21]=[CH:22][CH:23]=1)[C@@H:9]2[O:8][CH2:1][C:2]1[CH:7]=[CH:6][CH:5]=[CH:4][CH:3]=1)[OH:51]. The yield is 0.716. (5) The reactants are Br[C:2]1[CH:3]=[CH:4][C:5]([F:27])=[C:6]([CH2:8][CH2:9][N:10]2[CH2:15][CH2:14][N:13]([C:16]3[CH:25]=[CH:24][CH:23]=[C:22]4[C:17]=3[CH:18]=[CH:19][C:20]([CH3:26])=[N:21]4)[CH2:12][CH2:11]2)[CH:7]=1.[CH3:28][S:29]([NH2:32])(=[O:31])=[O:30]. No catalyst specified. The product is [F:27][C:5]1[CH:4]=[CH:3][C:2]([NH:32][S:29]([CH3:28])(=[O:31])=[O:30])=[CH:7][C:6]=1[CH2:8][CH2:9][N:10]1[CH2:15][CH2:14][N:13]([C:16]2[CH:25]=[CH:24][CH:23]=[C:22]3[C:17]=2[CH:18]=[CH:19][C:20]([CH3:26])=[N:21]3)[CH2:12][CH2:11]1. The yield is 0.690. (6) The yield is 1.00. The reactants are [OH:1][CH:2]1[C:11]2[C:6](=[CH:7][CH:8]=[C:9]([N:12]3[C:17](=[O:18])[C:16]([CH2:19][C:20]4[CH:25]=[CH:24][C:23]([C:26]5[C:27]([C:32]#[N:33])=[CH:28][CH:29]=[CH:30][CH:31]=5)=[CH:22][CH:21]=4)=[C:15]([CH2:34][CH2:35][CH3:36])[N:14]=[C:13]3[CH3:37])[CH:10]=2)[O:5][C:4]([CH3:39])([CH3:38])[CH2:3]1.N1C(C)=CC=CC=1C.FC(F)(F)S(O[Si:54]([CH:61]([CH3:63])[CH3:62])([CH:58]([CH3:60])[CH3:59])[CH:55]([CH3:57])[CH3:56])(=O)=O. The catalyst is ClCCl.C(OCC)(=O)C. The product is [CH3:39][C:4]1([CH3:38])[CH2:3][CH:2]([O:1][Si:54]([CH:61]([CH3:63])[CH3:62])([CH:58]([CH3:60])[CH3:59])[CH:55]([CH3:57])[CH3:56])[C:11]2[C:6](=[CH:7][CH:8]=[C:9]([N:12]3[C:17](=[O:18])[C:16]([CH2:19][C:20]4[CH:25]=[CH:24][C:23]([C:26]5[C:27]([C:32]#[N:33])=[CH:28][CH:29]=[CH:30][CH:31]=5)=[CH:22][CH:21]=4)=[C:15]([CH2:34][CH2:35][CH3:36])[N:14]=[C:13]3[CH3:37])[CH:10]=2)[O:5]1.